The task is: Predict the reaction yield, written as a fraction of the theoretical maximum amount of product (1.0 means a 100% yield; for example, 0.34 means a 34% yield).. This data is from Reaction yield outcomes from USPTO patents with 853,638 reactions. The reactants are [Si]([O:8][C:9]1[CH:14]=[CH:13][C:12]([NH:15][C:16]2[NH:20][N:19]=[CH:18][CH:17]=2)=[CH:11][CH:10]=1)(C(C)(C)C)(C)C.N12CCCN=C1CCCCC2.[C:32]([C:34]1[CH:39]=[CH:38][CH:37]=[CH:36][C:35]=1[C:40]1[CH:45]=[CH:44][C:43]([CH2:46][CH:47]([C:53](=O)[CH2:54][CH2:55][CH3:56])[C:48](OCC)=[O:49])=[CH:42][CH:41]=1)#[N:33].[F-].C([N+](CCCC)(CCCC)CCCC)CCC.[Cl-].[NH4+]. The catalyst is CCN(C1C=CC=CC=1)CC.C(OCC)(=O)C.O1CCCC1. The product is [OH:8][C:9]1[CH:10]=[CH:11][C:12]([N:15]2[C:48](=[O:49])[C:47]([CH2:46][C:43]3[CH:44]=[CH:45][C:40]([C:35]4[C:34]([C:32]#[N:33])=[CH:39][CH:38]=[CH:37][CH:36]=4)=[CH:41][CH:42]=3)=[C:53]([CH2:54][CH2:55][CH3:56])[N:20]3[N:19]=[CH:18][CH:17]=[C:16]23)=[CH:13][CH:14]=1. The yield is 0.790.